From a dataset of CYP2C9 inhibition data for predicting drug metabolism from PubChem BioAssay. Regression/Classification. Given a drug SMILES string, predict its absorption, distribution, metabolism, or excretion properties. Task type varies by dataset: regression for continuous measurements (e.g., permeability, clearance, half-life) or binary classification for categorical outcomes (e.g., BBB penetration, CYP inhibition). Dataset: cyp2c9_veith. (1) The molecule is CN(Cc1ccco1)C(=O)C1CCC(=O)N1Cc1ccc(F)cc1. The result is 0 (non-inhibitor). (2) The molecule is C[N+](C)(C)c1ncnc2c1ncn2[C@@H]1C[C@H](O)[C@@H](CO)O1. The result is 0 (non-inhibitor). (3) The drug is Cc1cccc(CSc2ncc(CO)n2C)c1. The result is 0 (non-inhibitor). (4) The compound is CCCCCC(=O)N1CCCC(c2nc(-c3ccc(OC)cc3)no2)C1. The result is 1 (inhibitor). (5) The compound is O=S(=O)(c1ccccc1)N1CCC[C@@]2(CCN(c3ccncc3)C2)C1. The result is 1 (inhibitor). (6) The drug is Cc1ccnc2nc(C(=O)OCC(=O)Nc3ccc4c(c3)OC(F)(F)O4)nn12. The result is 0 (non-inhibitor). (7) The compound is O=C1C2CCCN2c2ccc(S(=O)(=O)N3CCOCC3)cc2N1Cc1cccc(C(F)(F)F)c1. The result is 1 (inhibitor). (8) The molecule is CCOC(=O)C1=C(C)OC(N)=C(C#N)C12C(=O)N(C)c1ccccc12. The result is 0 (non-inhibitor). (9) The compound is COc1cc(OC)c(C2C(C(=O)O)c3ccccc3C(=O)N2C)cc1OC. The result is 0 (non-inhibitor). (10) The compound is COCCn1c(=O)c(-c2cc(F)cc(F)c2)nc2cnc(N3CCOCC3)nc21. The result is 0 (non-inhibitor).